This data is from Peptide-MHC class II binding affinity with 134,281 pairs from IEDB. The task is: Regression. Given a peptide amino acid sequence and an MHC pseudo amino acid sequence, predict their binding affinity value. This is MHC class II binding data. (1) The peptide sequence is NSFKPFAEYKSDYVY. The MHC is HLA-DQA10301-DQB10302 with pseudo-sequence HLA-DQA10301-DQB10302. The binding affinity (normalized) is 0.379. (2) The peptide sequence is DSYKFIPTLVAAVKQ. The MHC is DRB3_0101 with pseudo-sequence DRB3_0101. The binding affinity (normalized) is 0.314. (3) The peptide sequence is YHFDLSGHAFGAMAKKGDEQ. The MHC is HLA-DQA10102-DQB10602 with pseudo-sequence HLA-DQA10102-DQB10602. The binding affinity (normalized) is 0.758. (4) The MHC is DRB1_0101 with pseudo-sequence DRB1_0101. The binding affinity (normalized) is 0.652. The peptide sequence is EKKYFAATQFEQLAA. (5) The peptide sequence is YLGLLSQRTRDIYIS. The MHC is DRB1_0901 with pseudo-sequence DRB1_0901. The binding affinity (normalized) is 0.340. (6) The binding affinity (normalized) is 0.336. The MHC is HLA-DPA10301-DPB10402 with pseudo-sequence HLA-DPA10301-DPB10402. The peptide sequence is RMMEYGTTMVSYQPL. (7) The peptide sequence is LLAAADELVGGPPVE. The MHC is HLA-DQA10501-DQB10201 with pseudo-sequence HLA-DQA10501-DQB10201. The binding affinity (normalized) is 0.607. (8) The peptide sequence is KKEGNTSLLWNGPMAVS. The binding affinity (normalized) is 0.898. The MHC is DRB3_0301 with pseudo-sequence DRB3_0301. (9) The peptide sequence is AFKVAATAANADPAN. The MHC is HLA-DPA10201-DPB11401 with pseudo-sequence HLA-DPA10201-DPB11401. The binding affinity (normalized) is 0.613.